Dataset: NCI-60 drug combinations with 297,098 pairs across 59 cell lines. Task: Regression. Given two drug SMILES strings and cell line genomic features, predict the synergy score measuring deviation from expected non-interaction effect. (1) Cell line: NCI-H226. Drug 1: CCN(CC)CCCC(C)NC1=C2C=C(C=CC2=NC3=C1C=CC(=C3)Cl)OC. Drug 2: COC1=C2C(=CC3=C1OC=C3)C=CC(=O)O2. Synergy scores: CSS=10.8, Synergy_ZIP=-2.42, Synergy_Bliss=0.773, Synergy_Loewe=-6.42, Synergy_HSA=-1.73. (2) Drug 1: CC(C)(C#N)C1=CC(=CC(=C1)CN2C=NC=N2)C(C)(C)C#N. Drug 2: C(CC(=O)O)C(=O)CN.Cl. Cell line: MDA-MB-231. Synergy scores: CSS=11.1, Synergy_ZIP=-1.79, Synergy_Bliss=3.99, Synergy_Loewe=-0.351, Synergy_HSA=-0.634.